Dataset: Buchwald-Hartwig C-N cross coupling reaction yields with 55,370 reactions. Task: Predict the reaction yield, written as a fraction of the theoretical maximum amount of product (1.0 means a 100% yield; for example, 0.34 means a 34% yield). (1) The reactants are COc1ccc(Br)cc1.Cc1ccc(N)cc1.O=S(=O)(O[Pd]1c2ccccc2-c2ccccc2N~1)C(F)(F)F.COc1ccc(OC)c(P([C@]23C[C@H]4C[C@H](C[C@H](C4)C2)C3)[C@]23C[C@H]4C[C@H](C[C@H](C4)C2)C3)c1-c1c(C(C)C)cc(C(C)C)cc1C(C)C.CN1CCCN2CCCN=C12.Cc1cc(C)on1. No catalyst specified. The product is COc1ccc(Nc2ccc(C)cc2)cc1. The yield is 0.484. (2) The reactants are COc1ccc(Br)cc1.Cc1ccc(N)cc1.O=S(=O)(O[Pd]1c2ccccc2-c2ccccc2N~1)C(F)(F)F.COc1ccc(OC)c(P(C(C)(C)C)C(C)(C)C)c1-c1c(C(C)C)cc(C(C)C)cc1C(C)C.CN(C)C(=NC(C)(C)C)N(C)C.COC(=O)c1ccno1. No catalyst specified. The product is COc1ccc(Nc2ccc(C)cc2)cc1. The yield is 0.0473. (3) The reactants are CCc1ccc(I)cc1.Cc1ccc(N)cc1.O=S(=O)(O[Pd]1c2ccccc2-c2ccccc2N~1)C(F)(F)F.CC(C)c1cc(C(C)C)c(-c2ccccc2P(C(C)(C)C)C(C)(C)C)c(C(C)C)c1.CCN=P(N=P(N(C)C)(N(C)C)N(C)C)(N(C)C)N(C)C.Cc1ccno1. No catalyst specified. The product is CCc1ccc(Nc2ccc(C)cc2)cc1. The yield is 0.194. (4) The yield is 0.0163. The product is COc1ccc(Nc2ccc(C)cc2)cc1. The reactants are COc1ccc(Br)cc1.Cc1ccc(N)cc1.O=S(=O)(O[Pd]1c2ccccc2-c2ccccc2N~1)C(F)(F)F.CC(C)c1cc(C(C)C)c(-c2ccccc2P(C2CCCCC2)C2CCCCC2)c(C(C)C)c1.CN(C)C(=NC(C)(C)C)N(C)C.c1ccc2oncc2c1. No catalyst specified. (5) The reactants are Ic1ccccn1.Cc1ccc(N)cc1.O=S(=O)(O[Pd]1c2ccccc2-c2ccccc2N~1)C(F)(F)F.CC(C)c1cc(C(C)C)c(-c2ccccc2P(C2CCCCC2)C2CCCCC2)c(C(C)C)c1.CN1CCCN2CCCN=C12.CCOC(=O)c1cnoc1C. No catalyst specified. The product is Cc1ccc(Nc2ccccn2)cc1. The yield is 0.280.